From a dataset of Forward reaction prediction with 1.9M reactions from USPTO patents (1976-2016). Predict the product of the given reaction. Given the reactants [NH2:1][C:2]1[N:7]=[CH:6][N:5]=[C:4]2[N:8]([C@@H:33]3[CH2:38][CH2:37][C@H:36]([NH:39][CH2:40][CH2:41][C:42]([O:44]CC)=[O:43])[CH2:35][CH2:34]3)[N:9]=[C:10]([C:11]3[CH:16]=[CH:15][C:14]([NH:17][C:18](=[O:30])[C:19]4[CH:24]=[CH:23][C:22]([C:25]([F:28])([F:27])[F:26])=[CH:21][C:20]=4[F:29])=[C:13]([O:31][CH3:32])[CH:12]=3)[C:3]=12.O1CCOCC1.[OH-].[K+], predict the reaction product. The product is: [NH2:1][C:2]1[N:7]=[CH:6][N:5]=[C:4]2[N:8]([C@@H:33]3[CH2:38][CH2:37][C@H:36]([NH:39][CH2:40][CH2:41][C:42]([OH:44])=[O:43])[CH2:35][CH2:34]3)[N:9]=[C:10]([C:11]3[CH:16]=[CH:15][C:14]([NH:17][C:18](=[O:30])[C:19]4[CH:24]=[CH:23][C:22]([C:25]([F:27])([F:28])[F:26])=[CH:21][C:20]=4[F:29])=[C:13]([O:31][CH3:32])[CH:12]=3)[C:3]=12.